Dataset: Reaction yield outcomes from USPTO patents with 853,638 reactions. Task: Predict the reaction yield, written as a fraction of the theoretical maximum amount of product (1.0 means a 100% yield; for example, 0.34 means a 34% yield). The reactants are [O:1]1[C:9]2[CH2:8][CH2:7][NH:6][CH2:5][C:4]=2[CH:3]=[CH:2]1.[CH2:10]([O:12][C:13](=[O:30])[C:14]([CH3:29])([CH3:28])[CH2:15][CH2:16][CH2:17][CH2:18][CH:19](Br)[C:20]1[CH:25]=[CH:24][CH:23]=[CH:22][C:21]=1[Cl:26])[CH3:11].C(=O)([O-])[O-].[K+].[K+]. The catalyst is CN(C=O)C. The product is [CH2:10]([O:12][C:13](=[O:30])[C:14]([CH3:29])([CH3:28])[CH2:15][CH2:16][CH2:17][CH2:18][CH:19]([C:20]1[CH:25]=[CH:24][CH:23]=[CH:22][C:21]=1[Cl:26])[N:6]1[CH2:7][CH2:8][C:9]2[O:1][CH:2]=[CH:3][C:4]=2[CH2:5]1)[CH3:11]. The yield is 0.481.